This data is from Reaction yield outcomes from USPTO patents with 853,638 reactions. The task is: Predict the reaction yield, written as a fraction of the theoretical maximum amount of product (1.0 means a 100% yield; for example, 0.34 means a 34% yield). (1) The reactants are [CH:1]1([C:4]2[NH:8][N:7]=[C:6]([NH:9][C:10]3[C:17]([F:18])=[CH:16][C:13]([C:14]#[N:15])=[C:12]([NH:19][C@H:20]([C:22]4[CH:27]=[CH:26][C:25]([F:28])=[CH:24][CH:23]=4)[CH3:21])[N:11]=3)[CH:5]=2)[CH2:3][CH2:2]1.[OH-:29].[K+].OO. The catalyst is CO. The product is [CH:1]1([C:4]2[NH:8][N:7]=[C:6]([NH:9][C:10]3[C:17]([F:18])=[CH:16][C:13]([C:14]([NH2:15])=[O:29])=[C:12]([NH:19][C@H:20]([C:22]4[CH:27]=[CH:26][C:25]([F:28])=[CH:24][CH:23]=4)[CH3:21])[N:11]=3)[CH:5]=2)[CH2:3][CH2:2]1. The yield is 0.600. (2) The reactants are [NH2:1][C@@H:2]([CH3:5])[CH2:3][OH:4].C(=O)(O)[O-].[Na+].Cl[C:12]([O:14][CH2:15][C:16]1[CH:21]=[CH:20][CH:19]=[CH:18][CH:17]=1)=[O:13]. The catalyst is O.O1CCCC1. The product is [CH2:15]([O:14][C:12](=[O:13])[NH:1][C@@H:2]([CH3:5])[CH2:3][OH:4])[C:16]1[CH:21]=[CH:20][CH:19]=[CH:18][CH:17]=1. The yield is 0.723. (3) The reactants are C([C:5]1[C:6](CCCC)=[C:7]([O:25][C:26]2[CH:31]=[CH:30][N:29]=[C:28](Cl)[N:27]=2)[C:8](CCCC)=[C:9]2[C:13]=1[N:12]([C:14]([O-:16])=[O:15])[N:11]=[C:10]2CCCC)CCC.[CH:37]([NH:40][C:41](=[O:59])[CH2:42][O:43][C:44]1[CH:49]=[CH:48][CH:47]=[C:46](B2OC(C)(C)C(C)(C)O2)[CH:45]=1)([CH3:39])[CH3:38].P([C:61]([CH3:64])([CH3:63])[CH3:62])([C:61]([CH3:64])([CH3:63])[CH3:62])[C:61]([CH3:64])([CH3:63])[CH3:62].CC(OC(OC(OC(C)(C)C)=O)=O)(C)C. The catalyst is O1CCOCC1.O.C1C=CC(/C=C/C(/C=C/C2C=CC=CC=2)=O)=CC=1.C1C=CC(/C=C/C(/C=C/C2C=CC=CC=2)=O)=CC=1.C1C=CC(/C=C/C(/C=C/C2C=CC=CC=2)=O)=CC=1.[Pd].[Pd]. The product is [CH:37]([NH:40][C:41](=[O:59])[CH2:42][O:43][C:44]1[CH:49]=[C:48]([C:28]2[N:27]=[C:26]([O:25][C:7]3[CH:8]=[C:9]4[C:13](=[CH:5][CH:6]=3)[N:12]([C:14]([O:16][C:61]([CH3:64])([CH3:63])[CH3:62])=[O:15])[N:11]=[CH:10]4)[CH:31]=[CH:30][N:29]=2)[CH:47]=[CH:46][CH:45]=1)([CH3:39])[CH3:38]. The yield is 0.380. (4) The reactants are [Br:1][C:2]1[CH:3]=[C:4]([NH2:9])[CH:5]=[N:6][C:7]=1[CH3:8].CCN(C(C)C)C(C)C.[F:19][C:20]([F:31])([F:30])[C:21]1[CH:22]=[C:23]([CH:27]=[CH:28][CH:29]=1)[C:24](Cl)=[O:25]. The catalyst is C(Cl)Cl. The product is [Br:1][C:2]1[CH:3]=[C:4]([NH:9][C:24](=[O:25])[C:23]2[CH:27]=[CH:28][CH:29]=[C:21]([C:20]([F:19])([F:30])[F:31])[CH:22]=2)[CH:5]=[N:6][C:7]=1[CH3:8]. The yield is 0.980.